From a dataset of Catalyst prediction with 721,799 reactions and 888 catalyst types from USPTO. Predict which catalyst facilitates the given reaction. (1) Reactant: Cl[C:2]1[O:3][C:4]2[C:5](=[C:7]([C:19]#[N:20])[C:8]([CH3:18])=[C:9]([C:12]3[CH:17]=[CH:16][CH:15]=[CH:14][CH:13]=3)[C:10]=2[F:11])[N:6]=1.[CH:21]([N:24]([CH:27]([CH3:29])C)CC)([CH3:23])C.N1CCCC1. Product: [F:11][C:10]1[C:9]([C:12]2[CH:17]=[CH:16][CH:15]=[CH:14][CH:13]=2)=[C:8]([CH3:18])[C:7]([C:19]#[N:20])=[C:5]2[C:4]=1[O:3][C:2]([N:24]1[CH2:21][CH2:23][CH2:29][CH2:27]1)=[N:6]2. The catalyst class is: 4. (2) Reactant: CC(C)([O-])C.[K+].F[C:8]1[C:13]([N+:14]([O-:16])=[O:15])=[CH:12][CH:11]=[CH:10][C:9]=1[NH:17][C:18]([NH:20][C:21](=[O:29])[C:22]1[CH:27]=[CH:26][C:25]([CH3:28])=[CH:24][CH:23]=1)=[S:19].Cl. Product: [CH3:28][C:25]1[CH:26]=[CH:27][C:22]([C:21]([NH:20][C:18]2[S:19][C:10]3[CH:11]=[CH:12][C:13]([N+:14]([O-:16])=[O:15])=[CH:8][C:9]=3[N:17]=2)=[O:29])=[CH:23][CH:24]=1. The catalyst class is: 54. (3) Reactant: [OH:1][CH2:2][C@@H:3]([NH:8][C:9](=[O:15])[O:10][C:11]([CH3:14])([CH3:13])[CH3:12])[CH2:4][CH:5]([CH3:7])[CH3:6].CC(OI1(OC(C)=O)(OC(C)=O)OC(=O)C2C=CC=CC1=2)=O. Product: [CH3:6][CH:5]([CH3:7])[CH2:4][C@H:3]([NH:8][C:9](=[O:15])[O:10][C:11]([CH3:14])([CH3:13])[CH3:12])[CH:2]=[O:1]. The catalyst class is: 2. (4) Reactant: [SH:1][C:2]1[CH:7]=[CH:6][C:5]([N+:8]([O-:10])=[O:9])=[CH:4][N:3]=1.Cl.Cl[CH2:13][C:14]1[N:18]([CH2:19][CH2:20][CH3:21])[CH:17]=[N:16][N:15]=1.C(=O)([O-])[O-].[K+].[K+]. Product: [N+:8]([C:5]1[CH:6]=[CH:7][C:2]([S:1][CH2:13][C:14]2[N:18]([CH2:19][CH2:20][CH3:21])[CH:17]=[N:16][N:15]=2)=[N:3][CH:4]=1)([O-:10])=[O:9]. The catalyst class is: 9. (5) Reactant: Br[C:2]1[O:3][C:4]([CH3:7])=[N:5][N:6]=1.[C:8]([N:15]1[CH2:20][CH2:19][NH:18][CH:17]([CH3:21])[CH2:16]1)([O:10][C:11]([CH3:14])([CH3:13])[CH3:12])=[O:9].C(=O)([O-])O.[Na+]. Product: [C:11]([O:10][C:8]([N:15]1[CH2:20][CH2:19][N:18]([C:2]2[O:3][C:4]([CH3:7])=[N:5][N:6]=2)[CH:17]([CH3:21])[CH2:16]1)=[O:9])([CH3:14])([CH3:12])[CH3:13]. The catalyst class is: 3. (6) Reactant: [C:1]([OH:13])(=O)[C:2]1[CH:11]=[CH:10][C:9]2[C:4](=[CH:5][CH:6]=[CH:7][CH:8]=2)[N:3]=1.C1CCC(N=C=NC2CCCCC2)CC1.C1C=CC2N(O)N=NC=2C=1.[C:39]([O:43][C:44](=[O:51])[C@H:45]([CH2:47][C:48](=[O:50])[NH2:49])[NH2:46])([CH3:42])([CH3:41])[CH3:40]. Product: [C:39]([O:43][C:44](=[O:51])[C@H:45]([CH2:47][C:48](=[O:50])[NH2:49])[NH:46][C:1]([C:2]1[CH:11]=[CH:10][C:9]2[C:4](=[CH:5][CH:6]=[CH:7][CH:8]=2)[N:3]=1)=[O:13])([CH3:42])([CH3:40])[CH3:41]. The catalyst class is: 1. (7) Reactant: [CH2:1]([C@H:8]([NH:36][C:37](=[O:47])[O:38][C@@H:39]1[C@H:46]2[C@H:42]([O:43][CH2:44][CH2:45]2)[O:41][CH2:40]1)[C@H:9]([OH:35])[CH2:10][N:11]([S:18]([C:21]1[CH:26]=[CH:25][C:24]([O:27]CC2C=CC=CC=2)=[CH:23][CH:22]=1)(=[O:20])=[O:19])[O:12][CH:13]([CH2:16][CH3:17])[CH2:14][CH3:15])[C:2]1[CH:7]=[CH:6][CH:5]=[CH:4][CH:3]=1.C(O)C. Product: [CH2:1]([C@H:8]([NH:36][C:37](=[O:47])[O:38][C@@H:39]1[C@H:46]2[C@H:42]([O:43][CH2:44][CH2:45]2)[O:41][CH2:40]1)[C@H:9]([OH:35])[CH2:10][N:11]([O:12][CH:13]([CH2:14][CH3:15])[CH2:16][CH3:17])[S:18]([C:21]1[CH:22]=[CH:23][C:24]([OH:27])=[CH:25][CH:26]=1)(=[O:20])=[O:19])[C:2]1[CH:3]=[CH:4][CH:5]=[CH:6][CH:7]=1. The catalyst class is: 153. (8) Reactant: Cl.[CH3:2][O:3][C:4](=[O:11])[C@H:5]([C@H:7]([CH2:9][CH3:10])[CH3:8])[NH2:6].Cl[C:13]([O:15][C:16]1[CH:21]=[CH:20][C:19]([N+:22]([O-:24])=[O:23])=[CH:18][CH:17]=1)=[O:14].CN1CCOCC1. The catalyst class is: 4. Product: [CH3:8][C@@H:7]([CH2:9][CH3:10])[C@H:5]([NH:6][C:13]([O:15][C:16]1[CH:17]=[CH:18][C:19]([N+:22]([O-:24])=[O:23])=[CH:20][CH:21]=1)=[O:14])[C:4]([O:3][CH3:2])=[O:11].